This data is from Catalyst prediction with 721,799 reactions and 888 catalyst types from USPTO. The task is: Predict which catalyst facilitates the given reaction. (1) Reactant: [H-].[Na+].[CH:3]([N:6]1[CH2:11][CH2:10][CH:9]([CH2:12][OH:13])[CH2:8][CH2:7]1)([CH3:5])[CH3:4].Cl[C:15]1[N:19]([CH3:20])[C:18]([C:21]([C:23]2[CH:28]=[CH:27][C:26]([Cl:29])=[CH:25][CH:24]=2)=[O:22])=[CH:17][N:16]=1. Product: [Cl:29][C:26]1[CH:25]=[CH:24][C:23]([C:21]([C:18]2[N:19]([CH3:20])[C:15]([O:13][CH2:12][CH:9]3[CH2:10][CH2:11][N:6]([CH:3]([CH3:5])[CH3:4])[CH2:7][CH2:8]3)=[N:16][CH:17]=2)=[O:22])=[CH:28][CH:27]=1. The catalyst class is: 1. (2) Reactant: [H-].[Na+].Cl[C:4]1[CH:13]=[CH:12][C:11]2[C:6](=[C:7]([C:14]([OH:16])=[O:15])[CH:8]=[CH:9][CH:10]=2)[N:5]=1.[NH2:17][C:18]1[CH:23]=[CH:22][CH:21]=[CH:20][CH:19]=1. Product: [C:18]1([NH:17][C:4]2[CH:13]=[CH:12][C:11]3[C:6](=[C:7]([C:14]([OH:16])=[O:15])[CH:8]=[CH:9][CH:10]=3)[N:5]=2)[CH:23]=[CH:22][CH:21]=[CH:20][CH:19]=1. The catalyst class is: 116. (3) Reactant: C(OC([N:8]1[CH2:14][CH2:13][C:12]2[C:15]([S:20][CH2:21][CH2:22][OH:23])=[C:16]([Cl:19])[CH:17]=[CH:18][C:11]=2[CH2:10][CH2:9]1)=O)(C)(C)C.C(N(CC)CC)C.[CH3:31][C:32]([CH3:37])([CH3:36])[C:33](Cl)=[O:34]. Product: [ClH:19].[Cl:19][C:16]1[CH:17]=[CH:18][C:11]2[CH2:10][CH2:9][NH:8][CH2:14][CH2:13][C:12]=2[C:15]=1[S:20][CH2:21][CH2:22][O:23][C:33](=[O:34])[C:32]([CH3:37])([CH3:36])[CH3:31]. The catalyst class is: 34. (4) Reactant: [Br:1][C:2]1[CH:3]=[N:4][C:5](Cl)=[N:6][CH:7]=1.[C-]#N.[Na+].C1N2CC[N:14](CC2)[CH2:13]1.ClCCl. Product: [Br:1][C:2]1[CH:3]=[N:4][C:5]([C:13]#[N:14])=[N:6][CH:7]=1. The catalyst class is: 58. (5) Reactant: C(=O)([O-])[O-].[K+].[K+].[CH3:7][O:8][C:9]1[CH:14]=[CH:13][C:12]([NH:15][C:16]2[C:25]3[C:20](=[CH:21][CH:22]=[C:23]([C:26](=[O:29])[NH:27][CH3:28])[CH:24]=3)[N:19]=[CH:18][C:17]=2[C:30]([OH:32])=[O:31])=[CH:11][CH:10]=1.Br[CH2:34][C:35]1[O:36][C:37](=[O:41])[O:38][C:39]=1[CH3:40]. Product: [CH3:7][O:8][C:9]1[CH:14]=[CH:13][C:12]([NH:15][C:16]2[C:25]3[C:20](=[CH:21][CH:22]=[C:23]([C:26](=[O:29])[NH:27][CH3:28])[CH:24]=3)[N:19]=[CH:18][C:17]=2[C:30]([O:32][CH2:34][C:35]2[O:36][C:37](=[O:41])[O:38][C:39]=2[CH3:40])=[O:31])=[CH:11][CH:10]=1. The catalyst class is: 9. (6) Reactant: [NH2:1][C:2]1[CH:3]=[C:4]([N:13]2[C:17](=[O:18])[C:16]([CH3:20])([CH3:19])[N:15]([CH2:21][C:22]3[CH:27]=[CH:26][N:25]=[CH:24][CH:23]=3)[C:14]2=[O:28])[CH:5]=[CH:6][C:7]=1[O:8][C:9]([F:12])([F:11])[F:10].CCN(C(C)C)C(C)C.[Cl:38][CH2:39][C:40](Cl)=[O:41]. Product: [CH3:19][C:16]1([CH3:20])[C:17](=[O:18])[N:13]([C:4]2[CH:5]=[CH:6][C:7]([O:8][C:9]([F:10])([F:11])[F:12])=[C:2]([NH:1][C:40](=[O:41])[CH2:39][Cl:38])[CH:3]=2)[C:14](=[O:28])[N:15]1[CH2:21][C:22]1[CH:27]=[CH:26][N:25]=[CH:24][CH:23]=1. The catalyst class is: 26. (7) Reactant: [Br:1][C:2]1[C:3](=[O:16])[N:4]([C:10]2[CH:15]=[CH:14][CH:13]=[CH:12][CH:11]=2)[N:5]([CH3:9])[C:6]=1[CH2:7]Br.Cl.[C:18]([C:20]1([C:26]2[CH:31]=[CH:30][CH:29]=[CH:28][CH:27]=2)[CH2:25][CH2:24][NH:23][CH2:22][CH2:21]1)#[N:19].C(N(C(C)C)CC)(C)C. Product: [Br:1][C:2]1[C:3](=[O:16])[N:4]([C:10]2[CH:15]=[CH:14][CH:13]=[CH:12][CH:11]=2)[N:5]([CH3:9])[C:6]=1[CH2:7][N:23]1[CH2:22][CH2:21][C:20]([C:26]2[CH:31]=[CH:30][CH:29]=[CH:28][CH:27]=2)([C:18]#[N:19])[CH2:25][CH2:24]1. The catalyst class is: 10. (8) Reactant: [NH2:1][C:2]1[CH:10]=[C:9]2[C:5]([CH:6]=[CH:7][N:8]2C(=O)C)=[CH:4][CH:3]=1.Br[CH2:15][CH2:16][O:17][CH2:18][CH2:19]Br.CCN(C(C)C)C(C)C. Product: [NH:8]1[C:9]2[C:5](=[CH:4][CH:3]=[C:2]([N:1]3[CH2:19][CH2:18][O:17][CH2:16][CH2:15]3)[CH:10]=2)[CH:6]=[CH:7]1. The catalyst class is: 3. (9) Reactant: [C:1]1([C:7]2[C:12]([C:13]3[CH:18]=[CH:17][CH:16]=[CH:15][CH:14]=3)=[CH:11][N:10]=[C:9]([S:19][CH2:20][CH2:21][CH2:22][CH2:23][CH2:24][CH:25]3[CH2:27][CH:26]3[C:28]([O:30]C(C)(C)C)=[O:29])[N:8]=2)[CH:6]=[CH:5][CH:4]=[CH:3][CH:2]=1. Product: [C:1]1([C:7]2[C:12]([C:13]3[CH:18]=[CH:17][CH:16]=[CH:15][CH:14]=3)=[CH:11][N:10]=[C:9]([S:19][CH2:20][CH2:21][CH2:22][CH2:23][CH2:24][CH:25]3[CH2:27][CH:26]3[C:28]([OH:30])=[O:29])[N:8]=2)[CH:2]=[CH:3][CH:4]=[CH:5][CH:6]=1. The catalyst class is: 620.